From a dataset of Full USPTO retrosynthesis dataset with 1.9M reactions from patents (1976-2016). Predict the reactants needed to synthesize the given product. Given the product [CH2:36]([N:38]([CH2:39][CH3:40])[C:27](=[O:28])[CH2:26][CH2:25][S:24][CH:8]1[C:9]2[C:10]([O:22][CH3:23])=[C:11]3[C:16](=[C:17]([OH:21])[C:18]=2[C:19](=[O:20])[N:7]1[CH2:6][C:5]1[CH:30]=[CH:31][C:2]([F:1])=[CH:3][CH:4]=1)[N:15]=[CH:14][CH:13]=[CH:12]3)[CH3:37], predict the reactants needed to synthesize it. The reactants are: [F:1][C:2]1[CH:31]=[CH:30][C:5]([CH2:6][N:7]2[C:19](=[O:20])[C:18]3[C:17]([OH:21])=[C:16]4[C:11]([CH:12]=[CH:13][CH:14]=[N:15]4)=[C:10]([O:22][CH3:23])[C:9]=3[CH:8]2[S:24][CH2:25][CH2:26][C:27](O)=[O:28])=[CH:4][CH:3]=1.C(Cl)CCl.[CH2:36]([NH:38][CH2:39][CH3:40])[CH3:37].